Task: Predict which catalyst facilitates the given reaction.. Dataset: Catalyst prediction with 721,799 reactions and 888 catalyst types from USPTO Reactant: [Cl:1][C:2]1[CH:3]=[CH:4][C:5]([F:16])=[C:6]([C:8]2[O:12][N:11]=[C:10]([CH:13](O)[CH3:14])[N:9]=2)[CH:7]=1.P(Br)(Br)[Br:18].O.C([O-])(O)=O.[Na+]. Product: [Br:18][CH:13]([C:10]1[N:9]=[C:8]([C:6]2[CH:7]=[C:2]([Cl:1])[CH:3]=[CH:4][C:5]=2[F:16])[O:12][N:11]=1)[CH3:14]. The catalyst class is: 48.